Predict the reactants needed to synthesize the given product. From a dataset of Full USPTO retrosynthesis dataset with 1.9M reactions from patents (1976-2016). Given the product [CH3:1][C:2]1[C:7]([C:8]([OH:10])=[O:9])=[C:6]([CH3:12])[N:5]=[CH:4][N:3]=1, predict the reactants needed to synthesize it. The reactants are: [CH3:1][C:2]1[C:7]([C:8]([O:10]C)=[O:9])=[C:6]([CH3:12])[N:5]=[CH:4][N:3]=1.[OH-].[Na+].Cl.